Task: Predict the reaction yield, written as a fraction of the theoretical maximum amount of product (1.0 means a 100% yield; for example, 0.34 means a 34% yield).. Dataset: Reaction yield outcomes from USPTO patents with 853,638 reactions The reactants are [C:1]([O:4][CH2:5][CH2:6][CH:7]([S:12]C(=O)C)[CH2:8][CH2:9][CH2:10][CH3:11])(=[O:3])[CH3:2].CC1C=CC(S([O-])(=O)=O)=CC=1.C[N+]1C=CC=C(C)C=1F.C(N(CC)CC)C.C([O-])(=O)C.C(O)(=S)C. The yield is 0.410. The catalyst is CC(C)=O.C1C=CC=CC=1. The product is [C:1]([O:4][CH2:5][CH2:6][CH:7]([SH:12])[CH2:8][CH2:9][CH2:10][CH3:11])(=[O:3])[CH3:2].